From a dataset of Aqueous solubility values for 9,982 compounds from the AqSolDB database. Regression/Classification. Given a drug SMILES string, predict its absorption, distribution, metabolism, or excretion properties. Task type varies by dataset: regression for continuous measurements (e.g., permeability, clearance, half-life) or binary classification for categorical outcomes (e.g., BBB penetration, CYP inhibition). For this dataset (solubility_aqsoldb), we predict Y. (1) The molecule is CCc1ccc2ccccc2c1. The Y is -4.29 log mol/L. (2) The drug is O=c1ccc(I)c[nH]1. The Y is -1.74 log mol/L. (3) The drug is CCC(CC)(CC)NC(N)=O. The Y is -1.82 log mol/L.